From a dataset of Forward reaction prediction with 1.9M reactions from USPTO patents (1976-2016). Predict the product of the given reaction. (1) Given the reactants [C:1]([O:5][C:6]([N:8]1[CH2:13][CH2:12][CH:11]([C:14](=O)[CH2:15][NH:16][C:17](=O)[CH2:18][C:19]2[CH:24]=[CH:23][CH:22]=[CH:21][CH:20]=2)[CH2:10][CH2:9]1)=[O:7])([CH3:4])([CH3:3])[CH3:2].COC1C=CC(P2(SP(C3C=CC(OC)=CC=3)(=S)S2)=[S:36])=CC=1.C(OCC)(=O)C.C(=O)(O)[O-].[Na+], predict the reaction product. The product is: [C:1]([O:5][C:6]([N:8]1[CH2:13][CH2:12][CH:11]([C:14]2[S:36][C:17]([CH2:18][C:19]3[CH:24]=[CH:23][CH:22]=[CH:21][CH:20]=3)=[N:16][CH:15]=2)[CH2:10][CH2:9]1)=[O:7])([CH3:4])([CH3:3])[CH3:2]. (2) Given the reactants [CH2:1]([CH:8]1[CH2:12][O:11][C:10](=[O:13])[N:9]1[C:14](=[O:19])[CH2:15][CH2:16][CH:17]=[CH2:18])[C:2]1[CH:7]=[CH:6][CH:5]=[CH:4][CH:3]=1.[Li]N([Si](C)(C)C)[Si](C)(C)C.[CH2:30]([O:37][C:38]1[CH:39]=[C:40]([Cl:47])[C:41]([CH2:45]Br)=[C:42]([Cl:44])[CH:43]=1)[C:31]1[CH:36]=[CH:35][CH:34]=[CH:33][CH:32]=1, predict the reaction product. The product is: [CH2:1]([C@H:8]1[CH2:12][O:11][C:10](=[O:13])[N:9]1[C:14](=[O:19])[C@@H:15]([CH2:45][C:41]1[C:40]([Cl:47])=[CH:39][C:38]([O:37][CH2:30][C:31]2[CH:32]=[CH:33][CH:34]=[CH:35][CH:36]=2)=[CH:43][C:42]=1[Cl:44])[CH2:16][CH:17]=[CH2:18])[C:2]1[CH:3]=[CH:4][CH:5]=[CH:6][CH:7]=1.